This data is from Forward reaction prediction with 1.9M reactions from USPTO patents (1976-2016). The task is: Predict the product of the given reaction. (1) Given the reactants [Cl:1][C:2]1[CH:3]=[CH:4][C:5]([F:22])=[C:6]([CH:21]=1)[CH2:7][N:8]1[C:12]2=[N:13][CH:14]=[CH:15][CH:16]=[C:11]2[C:10]([C:17](=[N:19][OH:20])[NH2:18])=[N:9]1.N1C=CC=CC=1.Cl[C:30](OCC(C)C)=[O:31].O, predict the reaction product. The product is: [Cl:1][C:2]1[CH:3]=[CH:4][C:5]([F:22])=[C:6]([CH:21]=1)[CH2:7][N:8]1[C:12]2=[N:13][CH:14]=[CH:15][CH:16]=[C:11]2[C:10]([C:17]2[NH:18][C:30](=[O:31])[O:20][N:19]=2)=[N:9]1. (2) Given the reactants [Br:1][C:2]1[CH:7]=[C:6]([O:8][CH2:9][C:10]2[CH:15]=[CH:14][C:13]([O:16][CH3:17])=[CH:12][CH:11]=2)[CH:5]=[C:4](Br)[CH:3]=1.[CH3:19][S-:20].[Na+].C[O-].[Na+], predict the reaction product. The product is: [Br:1][C:2]1[CH:3]=[C:4]([S:20][CH3:19])[CH:5]=[C:6]([O:8][CH2:9][C:10]2[CH:15]=[CH:14][C:13]([O:16][CH3:17])=[CH:12][CH:11]=2)[CH:7]=1. (3) Given the reactants C(OC([NH:8][CH2:9][C:10]1[C:11]([C:34]2[CH:39]=[CH:38][C:37]([CH3:40])=[CH:36][CH:35]=2)=[C:12]([CH2:21][O:22][C:23]2[CH:31]=[C:30]([O:32][CH3:33])[CH:29]=[CH:28][C:24]=2[C:25]([OH:27])=[O:26])[C:13]([CH3:20])=[N:14][C:15]=1[CH2:16][CH:17]([CH3:19])[CH3:18])=O)(C)(C)C.[ClH:41], predict the reaction product. The product is: [ClH:41].[ClH:41].[NH2:8][CH2:9][C:10]1[C:11]([C:34]2[CH:35]=[CH:36][C:37]([CH3:40])=[CH:38][CH:39]=2)=[C:12]([CH2:21][O:22][C:23]2[CH:31]=[C:30]([O:32][CH3:33])[CH:29]=[CH:28][C:24]=2[C:25]([OH:27])=[O:26])[C:13]([CH3:20])=[N:14][C:15]=1[CH2:16][CH:17]([CH3:19])[CH3:18]. (4) Given the reactants Cl.[NH2:2][C:3]1[CH:4]=[C:5]([C:9]2[CH:10]=[C:11]3[C:16](=[CH:17][CH:18]=2)[N:15]([CH3:19])[C:14](=[O:20])[CH2:13][CH2:12]3)[CH:6]=[N:7][CH:8]=1.CC(O)=O.[Si:25]([O:32][CH2:33][CH:34]=O)([C:28]([CH3:31])([CH3:30])[CH3:29])([CH3:27])[CH3:26].[BH3-]C#N.[Na+].C([O-])(O)=O.[Na+], predict the reaction product. The product is: [C:28]([Si:25]([CH3:27])([CH3:26])[O:32][CH2:33][CH2:34][NH:2][C:3]1[CH:4]=[C:5]([C:9]2[CH:10]=[C:11]3[C:16](=[CH:17][CH:18]=2)[N:15]([CH3:19])[C:14](=[O:20])[CH2:13][CH2:12]3)[CH:6]=[N:7][CH:8]=1)([CH3:31])([CH3:30])[CH3:29]. (5) Given the reactants C(N1CCN(C2C=CC(N)=CC=2C)CC1)(=O)C.[Br:18][C:19]1[CH:24]=[C:23]([N+:25]([O-])=O)[CH:22]=[CH:21][C:20]=1[N:28]1[CH2:33][CH2:32][O:31][CH2:30][CH2:29]1, predict the reaction product. The product is: [Br:18][C:19]1[CH:24]=[C:23]([NH2:25])[CH:22]=[CH:21][C:20]=1[N:28]1[CH2:29][CH2:30][O:31][CH2:32][CH2:33]1. (6) Given the reactants [Cl:1][C:2]1[CH:3]=[C:4]([NH:10][C:11]2[CH:19]=[CH:18][C:14]([C:15]([OH:17])=O)=[CH:13][N:12]=2)[C:5](=[O:9])[N:6]([CH3:8])[N:7]=1.C(Cl)(=O)C(Cl)=O.[NH:26]1[CH2:29][CH2:28][CH2:27]1.CCN(C(C)C)C(C)C, predict the reaction product. The product is: [N:26]1([C:15]([C:14]2[CH:18]=[CH:19][C:11]([NH:10][C:4]3[C:5](=[O:9])[N:6]([CH3:8])[N:7]=[C:2]([Cl:1])[CH:3]=3)=[N:12][CH:13]=2)=[O:17])[CH2:29][CH2:28][CH2:27]1.